From a dataset of Forward reaction prediction with 1.9M reactions from USPTO patents (1976-2016). Predict the product of the given reaction. (1) Given the reactants ON1C2C=CC=CC=2N=N1.C1(N=C=NC2CCCCC2)CCCCC1.C(N(CC)CC)C.[CH:33]1([CH2:36][N:37]2[C:45]([N:46]3[CH2:51][CH2:50][NH:49][C@H:48]([CH3:52])[CH2:47]3)=[N:44][C:43]3[C:38]2=[N:39][C:40]([C:59]2[CH:60]=[N:61][C:62]([NH2:65])=[N:63][CH:64]=2)=[N:41][C:42]=3[N:53]2[CH2:58][CH2:57][O:56][CH2:55][CH2:54]2)[CH2:35][CH2:34]1.[C:66](O)(=[O:70])[C@@H:67]([CH3:69])[OH:68], predict the reaction product. The product is: [NH2:65][C:62]1[N:63]=[CH:64][C:59]([C:40]2[N:39]=[C:38]3[C:43]([N:44]=[C:45]([N:46]4[CH2:51][CH2:50][N:49]([C:66](=[O:70])[C@H:67]([OH:68])[CH3:69])[C@H:48]([CH3:52])[CH2:47]4)[N:37]3[CH2:36][CH:33]3[CH2:35][CH2:34]3)=[C:42]([N:53]3[CH2:58][CH2:57][O:56][CH2:55][CH2:54]3)[N:41]=2)=[CH:60][N:61]=1. (2) Given the reactants [C:1]([O:5][CH3:6])(=[O:4])[CH:2]=[CH2:3].[C:7]([OH:11])(=[O:10])[CH:8]=[CH2:9], predict the reaction product. The product is: [C:1]([O:5][CH3:6])(=[O:4])[CH:2]=[CH2:3].[C:7]([OH:11])(=[O:10])[CH:8]=[CH2:9]. (3) Given the reactants [ClH:1].[Br:2][C:3]1[CH:4]=[C:5]([C:29]([CH3:32])([CH3:31])[CH3:30])[C:6]([OH:28])=[C:7]([C@@H:9]([NH:16][C:17](=[O:27])[CH2:18][NH:19]C(OC(C)(C)C)=O)[CH2:10][C:11]([O:13][CH2:14][CH3:15])=[O:12])[CH:8]=1.C(#N)C, predict the reaction product. The product is: [ClH:1].[NH2:19][CH2:18][C:17]([NH:16][C@H:9]([C:7]1[CH:8]=[C:3]([Br:2])[CH:4]=[C:5]([C:29]([CH3:32])([CH3:31])[CH3:30])[C:6]=1[OH:28])[CH2:10][C:11]([O:13][CH2:14][CH3:15])=[O:12])=[O:27]. (4) Given the reactants Br[C:2]1[C:7]([CH3:8])=[C:6]([CH3:9])[C:5]([CH3:10])=[CH:4][N:3]=1.[C:11]1(B(O)O)[CH:16]=[CH:15][CH:14]=[CH:13][CH:12]=1.C([O-])([O-])=O.[K+].[K+].COCCOC, predict the reaction product. The product is: [C:11]1([C:2]2[C:7]([CH3:8])=[C:6]([CH3:9])[C:5]([CH3:10])=[CH:4][N:3]=2)[CH:16]=[CH:15][CH:14]=[CH:13][CH:12]=1. (5) The product is: [CH3:1][S:2]([O:6][CH2:7][CH2:8][C:9]1[CH:16]=[CH:15][C:12]([C:13]#[N:14])=[CH:11][CH:10]=1)(=[O:4])=[O:3]. Given the reactants [CH3:1][S:2](Cl)(=[O:4])=[O:3].[OH:6][CH2:7][CH2:8][C:9]1[CH:16]=[CH:15][C:12]([C:13]#[N:14])=[CH:11][CH:10]=1.C(N(CC)CC)C.O, predict the reaction product. (6) Given the reactants [N:1]1([C:10]2[N:14]([CH3:15])[N:13]=[C:12]([CH3:16])[C:11]=2/[CH:17]=[CH:18]/[C:19]([O:21][CH2:22][CH3:23])=[O:20])[C:9]2[C:4](=[CH:5][CH:6]=[CH:7][CH:8]=2)[CH:3]=[CH:2]1.[Cl:24]N1C(=O)CCC1=O, predict the reaction product. The product is: [Cl:24][C:3]1[C:4]2[C:9](=[CH:8][CH:7]=[CH:6][CH:5]=2)[N:1]([C:10]2[N:14]([CH3:15])[N:13]=[C:12]([CH3:16])[C:11]=2/[CH:17]=[CH:18]/[C:19]([O:21][CH2:22][CH3:23])=[O:20])[CH:2]=1. (7) Given the reactants [OH-].[Na+].[C:3]([CH2:8][C:9]([O:11]C)=[O:10])(=[O:7])[CH:4]([CH3:6])[CH3:5], predict the reaction product. The product is: [C:3]([CH2:8][C:9]([OH:11])=[O:10])(=[O:7])[CH:4]([CH3:6])[CH3:5]. (8) The product is: [NH:12]([C:40]([O:42][CH2:43][CH:44]1[C:56]2[C:51](=[CH:52][CH:53]=[CH:54][CH:55]=2)[C:50]2[C:45]1=[CH:46][CH:47]=[CH:48][CH:49]=2)=[O:41])[C@H:13]([C:37]([NH:1][C@H:2]([C:9]([NH2:11])=[O:10])[CH2:3][O:4][C:5]([CH3:8])([CH3:6])[CH3:7])=[O:38])[CH2:14][C:15](=[O:36])[NH:16][C:17]([C:18]1[CH:23]=[CH:22][CH:21]=[CH:20][CH:19]=1)([C:30]1[CH:35]=[CH:34][CH:33]=[CH:32][CH:31]=1)[C:24]1[CH:25]=[CH:26][CH:27]=[CH:28][CH:29]=1. Given the reactants [NH2:1][C@H:2]([C:9]([NH2:11])=[O:10])[CH2:3][O:4][C:5]([CH3:8])([CH3:7])[CH3:6].[NH:12]([C:40]([O:42][CH2:43][CH:44]1[C:56]2[C:51](=[CH:52][CH:53]=[CH:54][CH:55]=2)[C:50]2[C:45]1=[CH:46][CH:47]=[CH:48][CH:49]=2)=[O:41])[C@H:13]([C:37](O)=[O:38])[CH2:14][C:15](=[O:36])[NH:16][C:17]([C:30]1[CH:35]=[CH:34][CH:33]=[CH:32][CH:31]=1)([C:24]1[CH:29]=[CH:28][CH:27]=[CH:26][CH:25]=1)[C:18]1[CH:23]=[CH:22][CH:21]=[CH:20][CH:19]=1.C1CCC(N=C=NC2CCCCC2)CC1.C1C=CC2N(O)N=NC=2C=1, predict the reaction product.